Dataset: Full USPTO retrosynthesis dataset with 1.9M reactions from patents (1976-2016). Task: Predict the reactants needed to synthesize the given product. (1) The reactants are: [Br:1][C:2]1[CH:7]=[CH:6][C:5](/[CH:8]=[CH:9]/[C:10]([O:12][CH2:13][CH3:14])=[O:11])=[CH:4][C:3]=1[F:15].[BH4-].[Na+]. Given the product [Br:1][C:2]1[CH:7]=[CH:6][C:5]([CH2:8][CH2:9][C:10]([O:12][CH2:13][CH3:14])=[O:11])=[CH:4][C:3]=1[F:15], predict the reactants needed to synthesize it. (2) Given the product [Cl:1][C:2]1[CH:15]=[CH:14][C:5]([CH2:6][NH:7][S:8]([C:10]([CH3:13])([CH3:12])[CH3:11])(=[O:39])=[O:9])=[CH:4][C:3]=1[C:16]1[NH:20][C:19](=[O:21])[N:18]([C:22]2[CH:27]=[CH:26][C:25]([C:28]([F:29])([F:31])[F:30])=[CH:24][CH:23]=2)[N:17]=1, predict the reactants needed to synthesize it. The reactants are: [Cl:1][C:2]1[CH:15]=[CH:14][C:5]([CH2:6][NH:7][S:8]([C:10]([CH3:13])([CH3:12])[CH3:11])=[O:9])=[CH:4][C:3]=1[C:16]1[NH:20][C:19](=[O:21])[N:18]([C:22]2[CH:27]=[CH:26][C:25]([C:28]([F:31])([F:30])[F:29])=[CH:24][CH:23]=2)[N:17]=1.C(Cl)Cl.C(#N)C.I([O-])(=O)(=O)=[O:39].[Na+]. (3) Given the product [CH3:11][O:12][C:13]([C@@:15]1([CH2:29][CH:30]([CH3:32])[CH3:31])[CH:19]([CH3:34])[C:18](=[O:20])[N:17]([C:21]2[C:26]([CH3:27])=[CH:25][CH:24]=[CH:23][C:22]=2[CH3:28])[CH2:16]1)=[O:14], predict the reactants needed to synthesize it. The reactants are: [Li+].C[Si]([N-][Si](C)(C)C)(C)C.[CH3:11][O:12][C:13]([C@@:15]1([CH2:29][CH:30]([CH3:32])[CH3:31])[CH2:19][C:18](=[O:20])[N:17]([C:21]2[C:26]([CH3:27])=[CH:25][CH:24]=[CH:23][C:22]=2[CH3:28])[CH2:16]1)=[O:14].I[CH3:34].[NH4+].[Cl-]. (4) The reactants are: [F:1][C:2]1[CH:11]=[C:10]([F:12])[CH:9]=[C:8]2[C:3]=1[C:4]([NH:20][C:21]1[CH:22]=[N:23][CH:24]=[C:25]([N:27]3[CH2:32][CH2:31][O:30][CH2:29][CH2:28]3)[CH:26]=1)=[C:5]([CH3:19])[C:6]([N:13]1[CH2:18][CH2:17][NH:16][CH2:15][CH2:14]1)=[N:7]2.Cl[C:34]([O:36][CH2:37][C:38]([CH3:41])([CH3:40])[CH3:39])=[O:35]. Given the product [F:1][C:2]1[CH:11]=[C:10]([F:12])[CH:9]=[C:8]2[C:3]=1[C:4]([NH:20][C:21]1[CH:22]=[N:23][CH:24]=[C:25]([N:27]3[CH2:32][CH2:31][O:30][CH2:29][CH2:28]3)[CH:26]=1)=[C:5]([CH3:19])[C:6]([N:13]1[CH2:14][CH2:15][N:16]([C:34]([O:36][CH2:37][C:38]([CH3:41])([CH3:40])[CH3:39])=[O:35])[CH2:17][CH2:18]1)=[N:7]2, predict the reactants needed to synthesize it. (5) Given the product [O:15]1[CH2:16][CH2:17][N:12]([C:2]2[C:6]3[C:7](=[O:11])[NH:8][CH:9]=[CH:10][C:5]=3[S:4][CH:3]=2)[CH2:13][CH2:14]1, predict the reactants needed to synthesize it. The reactants are: Br[C:2]1[C:6]2[C:7](=[O:11])[NH:8][CH:9]=[CH:10][C:5]=2[S:4][CH:3]=1.[NH:12]1[CH2:17][CH2:16][O:15][CH2:14][CH2:13]1. (6) Given the product [CH3:27][O:28][C:29]1[CH:36]=[CH:35][C:32]([CH2:33][NH:26][C:25]2[CH:24]=[CH:23][S:22][C:21]=2[C:19]([O:18][CH3:17])=[O:20])=[CH:31][CH:30]=1, predict the reactants needed to synthesize it. The reactants are: C(OC(C1C(=O)NC2C=CSC=2C=1Cl)=O)C.[CH3:17][O:18][C:19]([C:21]1[S:22][CH:23]=[CH:24][C:25]=1[NH2:26])=[O:20].[CH3:27][O:28][C:29]1[CH:36]=[CH:35][C:32]([CH2:33]Cl)=[CH:31][CH:30]=1. (7) The reactants are: [Cl:1][C:2]1[CH:7]=[CH:6][C:5]([CH2:8][CH:9]([NH2:13])[CH2:10][S:11][CH3:12])=[CH:4][C:3]=1[O:14][CH2:15][CH2:16][O:17][CH3:18].[CH:19](O)=[O:20]. Given the product [Cl:1][C:2]1[CH:7]=[CH:6][C:5]([CH2:8][CH:9]([NH:13][CH:19]=[O:20])[CH2:10][S:11][CH3:12])=[CH:4][C:3]=1[O:14][CH2:15][CH2:16][O:17][CH3:18], predict the reactants needed to synthesize it. (8) Given the product [O:24]=[C:16]1[C:15]([C:12]2[CH:11]=[CH:10][C:9]([C:4]3[CH:5]=[CH:6][CH:7]=[CH:8][N:3]=3)=[CH:14][CH:13]=2)=[N:19][C:18]2([CH2:23][CH2:22][CH2:21][CH2:20]2)[N:17]1[CH2:26][C:27]([NH:29][C:30]1[CH:35]=[CH:34][CH:33]=[C:32]([C:36]([F:37])([F:38])[F:39])[CH:31]=1)=[O:28], predict the reactants needed to synthesize it. The reactants are: [H-].[Na+].[N:3]1[CH:8]=[CH:7][CH:6]=[CH:5][C:4]=1[C:9]1[CH:14]=[CH:13][C:12]([C:15]2[C:16](=[O:24])[NH:17][C:18]3([CH2:23][CH2:22][CH2:21][CH2:20]3)[N:19]=2)=[CH:11][CH:10]=1.Br[CH2:26][C:27]([NH:29][C:30]1[CH:35]=[CH:34][CH:33]=[C:32]([C:36]([F:39])([F:38])[F:37])[CH:31]=1)=[O:28]. (9) Given the product [N:1]([C:2]1[CH:10]=[CH:9][CH:8]=[C:7]2[C:3]=1[CH:4]=[CH:5][NH:6]2)=[C:12]=[O:14], predict the reactants needed to synthesize it. The reactants are: [NH2:1][C:2]1[CH:10]=[CH:9][CH:8]=[C:7]2[C:3]=1[CH:4]=[CH:5][NH:6]2.Cl[C:12](Cl)([O:14]C(=O)OC(Cl)(Cl)Cl)Cl.